This data is from Forward reaction prediction with 1.9M reactions from USPTO patents (1976-2016). The task is: Predict the product of the given reaction. (1) Given the reactants [C:1]([C:3]([C:6]1[CH:7]=[C:8]([CH:12]=[CH:13][CH:14]=1)[C:9]([OH:11])=[O:10])([CH3:5])[CH3:4])#N.CCCCCC.[H-].C([Al+]CC(C)C)C(C)C.Cl.C(OCC)(=[O:34])C, predict the reaction product. The product is: [CH3:5][C:3]([C:6]1[CH:7]=[C:8]([CH:12]=[CH:13][CH:14]=1)[C:9]([OH:11])=[O:10])([CH3:4])[CH:1]=[O:34]. (2) Given the reactants [OH:1][CH:2]1[CH2:6][CH2:5][NH:4][CH2:3]1.[C:7]([O:11][C:12](O[C:12]([O:11][C:7]([CH3:10])([CH3:9])[CH3:8])=[O:13])=[O:13])([CH3:10])([CH3:9])[CH3:8], predict the reaction product. The product is: [C:7]([O:11][C:12]([N:4]1[CH2:5][CH2:6][CH:2]([OH:1])[CH2:3]1)=[O:13])([CH3:10])([CH3:9])[CH3:8]. (3) Given the reactants [CH3:1][O:2][C:3](=[O:10])[CH:4]=[CH:5][CH:6]=[CH:7][CH2:8]Br.C(N(CC)CC)C.[I-].C([NH3+])(C)(C)C.[Cl:24][C:25]1[CH:30]=[CH:29][C:28]([SH:31])=[CH:27][CH:26]=1, predict the reaction product. The product is: [CH3:1][O:2][C:3](=[O:10])[CH:4]=[CH:5][CH:6]=[CH:7][CH2:8][S:31][C:28]1[CH:29]=[CH:30][C:25]([Cl:24])=[CH:26][CH:27]=1. (4) Given the reactants [CH3:1][O:2][C:3]1[CH:4]=[C:5]2[C:9](=[CH:10][CH:11]=1)[C:8](=[O:12])[NH:7][CH2:6]2.[H-].[Na+].Br[CH:16]([CH:22]([CH3:24])[CH3:23])[C:17]([O:19][CH2:20][CH3:21])=[O:18].[Cl-].[NH4+], predict the reaction product. The product is: [CH3:1][O:2][C:3]1[CH:4]=[C:5]2[C:9](=[CH:10][CH:11]=1)[C:8](=[O:12])[N:7]([CH:16]([CH:22]([CH3:24])[CH3:23])[C:17]([O:19][CH2:20][CH3:21])=[O:18])[CH2:6]2. (5) Given the reactants [CH2:1]([O:8][C@@H:9]1[C@H:12]([CH2:13][F:14])[N:11](C2C=CC(OC)=CC=2)[C:10]1=[O:23])[C:2]1[CH:7]=[CH:6][CH:5]=[CH:4][CH:3]=1.[N+]([O-])([O-])=O.[NH4+].[NH4+].[Ce+4].[N+]([O-])([O-])=O.[N+]([O-])([O-])=O.[N+]([O-])([O-])=O.[N+]([O-])([O-])=O.[N+]([O-])([O-])=O.C(OCC)(=O)C, predict the reaction product. The product is: [CH2:1]([O:8][C@@H:9]1[C@H:12]([CH2:13][F:14])[NH:11][C:10]1=[O:23])[C:2]1[CH:7]=[CH:6][CH:5]=[CH:4][CH:3]=1. (6) Given the reactants [F:1][C:2]([F:24])([F:23])[C:3]1[CH:22]=[CH:21][C:6]([CH2:7][C@H:8]2[CH2:12][O:11][S:10](=[O:13])[N:9]2[C:14]([O:16][C:17]([CH3:20])([CH3:19])[CH3:18])=[O:15])=[CH:5][CH:4]=1.C([O:29]C(N[C@@H](CC1C=CC(C(F)(F)F)=CC=1)C(OC)=O)=O)(C)(C)C.CCOC(C)=O.CC#N.O.I([O-])(=O)(=O)=O.[Na+], predict the reaction product. The product is: [F:24][C:2]([F:1])([F:23])[C:3]1[CH:4]=[CH:5][C:6]([CH2:7][C@H:8]2[CH2:12][O:11][S:10](=[O:29])(=[O:13])[N:9]2[C:14]([O:16][C:17]([CH3:19])([CH3:20])[CH3:18])=[O:15])=[CH:21][CH:22]=1. (7) Given the reactants [O:1]1[CH:5]=[CH:4][C:3]([C:6]2[CH:7]=[CH:8][C:9]([CH:12](O)[CH3:13])=[N:10][CH:11]=2)=[CH:2]1.P(Br)(Br)[Br:16], predict the reaction product. The product is: [Br:16][CH:12]([C:9]1[CH:8]=[CH:7][C:6]([C:3]2[CH:4]=[CH:5][O:1][CH:2]=2)=[CH:11][N:10]=1)[CH3:13]. (8) Given the reactants [CH3:1][C@@H:2]1[CH2:8][NH:7][CH2:6][C:5]2[CH:9]=[CH:10][C:11]([C:13]([O:15][CH3:16])=[O:14])=[CH:12][C:4]=2[O:3]1.C=O.[BH-](OC(C)=O)(OC(C)=O)O[C:21](C)=O.[Na+], predict the reaction product. The product is: [CH3:1][C@@H:2]1[CH2:8][N:7]([CH3:21])[CH2:6][C:5]2[CH:9]=[CH:10][C:11]([C:13]([O:15][CH3:16])=[O:14])=[CH:12][C:4]=2[O:3]1. (9) Given the reactants [Cl:1][C:2]1[NH:10][C:9]2[C:8](=[O:11])[N:7]([CH2:12][CH2:13][CH2:14][CH2:15][C:16]([O:18]C)=[O:17])[C:6](=[O:20])[N:5]([CH2:21][CH2:22][CH2:23][CH2:24][CH3:25])[C:4]=2[N:3]=1.[Li+].[OH-].CO, predict the reaction product. The product is: [Cl:1][C:2]1[NH:10][C:9]2[C:8](=[O:11])[N:7]([CH2:12][CH2:13][CH2:14][CH2:15][C:16]([OH:18])=[O:17])[C:6](=[O:20])[N:5]([CH2:21][CH2:22][CH2:23][CH2:24][CH3:25])[C:4]=2[N:3]=1.